From a dataset of Forward reaction prediction with 1.9M reactions from USPTO patents (1976-2016). Predict the product of the given reaction. (1) Given the reactants C([O:8][C:9]1[C:10]([CH:19]([O:24][C:25]([CH3:28])([CH3:27])[CH3:26])[C:20]([O:22][CH3:23])=[O:21])=[CH:11][C:12]2[C:17]([CH:18]=1)=[CH:16][CH:15]=[CH:14][CH:13]=2)C1C=CC=CC=1, predict the reaction product. The product is: [C:25]([O:24][CH:19]([C:10]1[C:9]([OH:8])=[CH:18][C:17]2[C:12](=[CH:13][CH:14]=[CH:15][CH:16]=2)[CH:11]=1)[C:20]([O:22][CH3:23])=[O:21])([CH3:28])([CH3:26])[CH3:27]. (2) Given the reactants [CH3:1][C:2]1([CH3:22])[O:6][C@H:5]2[C@H:7]([N:12]3[C:16]4[N:17]=[CH:18][N:19]=[C:20]([CH3:21])[C:15]=4[CH:14]=[CH:13]3)[O:8][C@@H:9]([CH:10]=[O:11])[C@H:4]2[O:3]1.[BH4-].[Na+], predict the reaction product. The product is: [CH3:1][C:2]1([CH3:22])[O:6][C@H:5]2[C@H:7]([N:12]3[C:16]4[N:17]=[CH:18][N:19]=[C:20]([CH3:21])[C:15]=4[CH:14]=[CH:13]3)[O:8][C@@H:9]([CH2:10][OH:11])[C@H:4]2[O:3]1. (3) Given the reactants [C:1]([C:4]1[C:12]2[O:11][CH2:10][CH:9]([C:13]3[CH:18]=[CH:17][C:16]([CH:19]([CH3:21])[CH3:20])=[CH:15][CH:14]=3)[C:8]=2[C:7]([CH3:22])=[C:6]([NH:23][C:24](=[O:31])OCC(Cl)(Cl)Cl)[C:5]=1[CH3:32])(=[O:3])[CH3:2].[OH:33][CH2:34][CH2:35][NH2:36], predict the reaction product. The product is: [C:1]([C:4]1[C:12]2[O:11][CH2:10][CH:9]([C:13]3[CH:14]=[CH:15][C:16]([CH:19]([CH3:21])[CH3:20])=[CH:17][CH:18]=3)[C:8]=2[C:7]([CH3:22])=[C:6]([NH:23][C:24]([NH:36][CH2:35][CH2:34][OH:33])=[O:31])[C:5]=1[CH3:32])(=[O:3])[CH3:2]. (4) Given the reactants [CH:1]1([CH2:4][N:5]([C@@H:13]2[CH2:15][C@H:14]2[C:16]2[CH:21]=[CH:20][C:19]([NH:22][C:23](=[O:34])[C:24]3[CH:29]=[CH:28][CH:27]=[C:26]([S:30](=[O:33])(=[O:32])[NH2:31])[CH:25]=3)=[CH:18][CH:17]=2)C(=O)OC(C)(C)C)[CH2:3][CH2:2]1.[ClH:35].C(OCC)(=O)C, predict the reaction product. The product is: [ClH:35].[CH:1]1([CH2:4][NH:5][C@@H:13]2[CH2:15][C@H:14]2[C:16]2[CH:17]=[CH:18][C:19]([NH:22][C:23](=[O:34])[C:24]3[CH:29]=[CH:28][CH:27]=[C:26]([S:30](=[O:32])(=[O:33])[NH2:31])[CH:25]=3)=[CH:20][CH:21]=2)[CH2:3][CH2:2]1. (5) Given the reactants C([O:3][C:4](=[O:47])[CH2:5][CH2:6][CH2:7][O:8][C:9]1[CH:14]=[CH:13][CH:12]=[C:11]([CH2:15][CH2:16][CH2:17][CH2:18][CH2:19][CH2:20][O:21][C:22]2[CH:23]=[C:24]([C:30]3[CH:35]=[CH:34][C:33]([S:36]([CH3:39])(=[O:38])=[O:37])=[CH:32][CH:31]=3)[CH:25]=[C:26]([CH2:28][OH:29])[CH:27]=2)[C:10]=1[CH2:40][CH2:41][C:42]([O:44]CC)=[O:43])C.[OH-].[Na+], predict the reaction product. The product is: [C:42]([CH2:41][CH2:40][C:10]1[C:11]([CH2:15][CH2:16][CH2:17][CH2:18][CH2:19][CH2:20][O:21][C:22]2[CH:23]=[C:24]([C:30]3[CH:35]=[CH:34][C:33]([S:36]([CH3:39])(=[O:37])=[O:38])=[CH:32][CH:31]=3)[CH:25]=[C:26]([CH2:28][OH:29])[CH:27]=2)=[CH:12][CH:13]=[CH:14][C:9]=1[O:8][CH2:7][CH2:6][CH2:5][C:4]([OH:47])=[O:3])([OH:44])=[O:43].